Dataset: Forward reaction prediction with 1.9M reactions from USPTO patents (1976-2016). Task: Predict the product of the given reaction. (1) Given the reactants [Br:1][C:2]1[CH:8]=[CH:7][C:5]([NH2:6])=[CH:4][C:3]=1[O:9][CH2:10][CH3:11].C(O[CH:15]=[C:16]([C:22]([O:24][CH2:25][CH3:26])=[O:23])[C:17]([O:19][CH2:20][CH3:21])=[O:18])C, predict the reaction product. The product is: [Br:1][C:2]1[CH:8]=[CH:7][C:5]([NH:6][CH2:15][CH:16]([C:17]([O:19][CH2:20][CH3:21])=[O:18])[C:22]([O:24][CH2:25][CH3:26])=[O:23])=[CH:4][C:3]=1[O:9][CH2:10][CH3:11]. (2) Given the reactants Br[C:2]1[CH:3]=[C:4]([CH:21]=[CH:22][C:23]=1[Cl:24])[C:5]([N:7]([C:9]1[CH:14]=[CH:13][CH:12]=[CH:11][C:10]=1[O:15][CH2:16][CH2:17][N:18]([CH3:20])[CH3:19])[CH3:8])=[O:6].[F-].[K+].[Cl:27][C:28]1[CH:33]=[C:32]([Cl:34])[C:31](B(O)O)=[CH:30][N:29]=1, predict the reaction product. The product is: [Cl:24][C:23]1[CH:22]=[CH:21][C:4]([C:5]([N:7]([C:9]2[CH:14]=[CH:13][CH:12]=[CH:11][C:10]=2[O:15][CH2:16][CH2:17][N:18]([CH3:20])[CH3:19])[CH3:8])=[O:6])=[CH:3][C:2]=1[C:31]1[CH:30]=[N:29][C:28]([Cl:27])=[CH:33][C:32]=1[Cl:34]. (3) Given the reactants [NH:1]1[C:5]2[CH:6]=[CH:7][CH:8]=[CH:9][C:4]=2[N:3]=[C:2]1[CH:10]1[CH2:15][CH2:14][N:13]([C:16]([C:18]2[CH:23]=[CH:22][C:21](Br)=[CH:20][N:19]=2)=[O:17])[CH2:12][CH2:11]1.[C:25]1(B(O)O)[CH:30]=[CH:29][CH:28]=[CH:27][CH:26]=1.C([O-])(O)=O.[Na+], predict the reaction product. The product is: [NH:1]1[C:5]2[CH:6]=[CH:7][CH:8]=[CH:9][C:4]=2[N:3]=[C:2]1[CH:10]1[CH2:15][CH2:14][N:13]([C:16]([C:18]2[CH:23]=[CH:22][C:21]([C:25]3[CH:30]=[CH:29][CH:28]=[CH:27][CH:26]=3)=[CH:20][N:19]=2)=[O:17])[CH2:12][CH2:11]1. (4) Given the reactants [Cl:1][C:2]1[CH:7]=[CH:6][C:5]([Mg]Br)=[CH:4][CH:3]=1.[Br:10][C:11]1[CH:12]=[CH:13][C:14]([C:17]#N)=[N:15][CH:16]=1.Cl.C1C[O:23]CC1, predict the reaction product. The product is: [Cl:1][C:2]1[CH:7]=[CH:6][C:5]([C:17]([C:14]2[CH:13]=[CH:12][C:11]([Br:10])=[CH:16][N:15]=2)=[O:23])=[CH:4][CH:3]=1. (5) Given the reactants [CH2:1]([O:3][C:4](=[O:29])/[CH:5]=[CH:6]/[C:7]1[CH:12]=[CH:11][C:10]([O:13][CH2:14][C:15]2[CH2:24][CH2:23][CH2:22][C:17]3([CH2:21][CH2:20][CH2:19][CH2:18]3)[CH:16]=2)=[C:9]([O:25][C:26](=[O:28])[CH3:27])[CH:8]=1)[CH3:2].C(OC)(=O)C.C1(SC2C=CC=CC=2)C=CC=CC=1.[H][H], predict the reaction product. The product is: [CH2:1]([O:3][C:4](=[O:29])[CH2:5][CH2:6][C:7]1[CH:12]=[CH:11][C:10]([O:13][CH2:14][C:15]2[CH2:24][CH2:23][CH2:22][C:17]3([CH2:18][CH2:19][CH2:20][CH2:21]3)[CH:16]=2)=[C:9]([O:25][C:26](=[O:28])[CH3:27])[CH:8]=1)[CH3:2]. (6) Given the reactants Cl[C:2]1[C:7]([C:8]([O:10][CH2:11][CH3:12])=[O:9])=[CH:6][N:5]=[C:4]([S:13][CH3:14])[N:3]=1.[C:15]1([NH:21][CH2:22][CH2:23][C:24]#[N:25])[CH:20]=[CH:19][CH:18]=[CH:17][CH:16]=1, predict the reaction product. The product is: [CH2:11]([O:10][C:8]([C:7]1[C:2]([N:21]([CH2:22][CH2:23][C:24]#[N:25])[C:15]2[CH:20]=[CH:19][CH:18]=[CH:17][CH:16]=2)=[N:3][C:4]([S:13][CH3:14])=[N:5][CH:6]=1)=[O:9])[CH3:12].